The task is: Predict the reactants needed to synthesize the given product.. This data is from Full USPTO retrosynthesis dataset with 1.9M reactions from patents (1976-2016). (1) Given the product [C:8]([O:12][C:13]([NH:15][C:16]1[CH:17]=[C:18]2[C:23](=[CH:24][CH:25]=1)[O:22][CH:21]([CH2:32][C:27]([O:29][CH2:30][CH3:31])=[O:28])[CH2:20][CH2:19]2)=[O:14])([CH3:11])([CH3:10])[CH3:9], predict the reactants needed to synthesize it. The reactants are: C1(C)C=CC=CC=1.[C:8]([O:12][C:13]([NH:15][C:16]1[CH:17]=[C:18]2[C:23](=[CH:24][CH:25]=1)[O:22][CH:21](O)[CH2:20][CH2:19]2)=[O:14])([CH3:11])([CH3:10])[CH3:9].[C:27]([CH:32]=P(C1C=CC=CC=1)(C1C=CC=CC=1)C1C=CC=CC=1)([O:29][CH2:30][CH3:31])=[O:28].[O-]CC.[Na+]. (2) Given the product [NH3:6].[Br:1][C:2]1[C:3]([I:20])=[C:4]2[N:10]=[C:9]([C:11]3[CH:12]=[CH:13][C:14]([C:15]([N:48]4[CH2:53][CH2:52][O:51][CH2:50][CH2:49]4)=[O:17])=[CH:18][CH:19]=3)[NH:8][C:5]2=[N:6][CH:7]=1, predict the reactants needed to synthesize it. The reactants are: [Br:1][C:2]1[C:3]([I:20])=[C:4]2[N:10]=[C:9]([C:11]3[CH:19]=[CH:18][C:14]([C:15]([OH:17])=O)=[CH:13][CH:12]=3)[NH:8][C:5]2=[N:6][CH:7]=1.[B-](F)(F)(F)F.CN(C(ON1C(=O)CCC1=O)=[N+](C)C)C.C(N(CC)CC)C.[NH:48]1[CH2:53][CH2:52][O:51][CH2:50][CH2:49]1.C(=O)(O)[O-].[Na+]. (3) Given the product [Cl:1][CH2:2]/[C:3](/[O:12][CH2:15][CH2:16][CH3:17])=[CH:4]\[C:5]([O:7][CH2:8][C:9](=[CH2:10])[CH3:11])=[O:6], predict the reactants needed to synthesize it. The reactants are: [Cl:1][CH2:2][C:3](=[O:12])[CH2:4][C:5]([O:7][CH2:8][C:9](=[CH2:11])[CH3:10])=[O:6].C(OCCC)(OCCC)O[CH2:15][CH2:16][CH3:17].O=P12OP3(OP(OP(O3)(O1)=O)(=O)O2)=O. (4) Given the product [S:2]1[CH:6]=[CH:5][C:4]2[C:7]([C:11]3[N:12]4[CH2:19][CH2:18][N:17]=[C:13]4[S:14][C:15]=3[S:25][CH3:24])=[CH:8][CH:9]=[CH:10][C:3]1=2, predict the reactants needed to synthesize it. The reactants are: Br.[S:2]1[CH:6]=[CH:5][C:4]2[C:7]([C:11]3[N:12]4[CH2:19][CH2:18][N:17]=[C:13]4[S:14][C:15]=3Br)=[CH:8][CH:9]=[CH:10][C:3]1=2.C([Mg]Cl)C.[CH3:24][S:25]SC. (5) Given the product [NH2:5][C:6]1[C:15]2[CH:14]=[CH:13][CH:12]=[C:11]([C:16]([NH:18][C:19]3[C:20]([CH3:38])=[CH:21][CH:22]=[C:23]4[C:24]=3[CH:43]=[CH:44][N:45]=[C:25]4[NH:26][C:27]3[CH:32]=[CH:31][CH:30]=[C:29]([C:33]([F:35])([F:34])[F:36])[CH:28]=3)=[O:17])[C:10]=2[CH:9]=[CH:8][N:7]=1, predict the reactants needed to synthesize it. The reactants are: C([NH:5][C:6]1[C:15]2[CH:14]=[CH:13][CH:12]=[C:11]([C:16]([NH:18][C:19]3[CH:24]=[C:23]([C:25](=O)[NH:26][C:27]4[CH:32]=[CH:31][CH:30]=[C:29]([C:33]([F:36])([F:35])[F:34])[CH:28]=4)[CH:22]=[CH:21][C:20]=3[CH3:38])=[O:17])[C:10]=2[CH:9]=[CH:8][N:7]=1)(C)(C)C.CC1C=CC2C(NC3C=CC=C(C(F)(F)F)C=3)=[N:45][CH:44]=[CH:43]C=2C=1N.NC1C=CC=CC=1. (6) Given the product [Br:1][C:2]1[CH:7]=[CH:6][C:5]([Cl:8])=[C:4]([CH:3]=1)[CH2:9][C:10]1[CH:15]=[CH:14][C:13]([OH:16])=[CH:12][CH:11]=1, predict the reactants needed to synthesize it. The reactants are: [Br:1][C:2]1[CH:7]=[CH:6][C:5]([Cl:8])=[C:4]([CH2:9][C:10]2[CH:15]=[CH:14][C:13]([O:16]C)=[CH:12][CH:11]=2)[CH:3]=1.B(Br)(Br)Br. (7) Given the product [CH3:22][C@@H:21]1[C@H:12]([C:13]2[CH:29]=[CH:24][CH:25]=[CH:26][CH:27]=2)[O:16][C:19](=[O:18])[N:20]1[C:5](=[O:7])[CH2:4][CH2:3][C@H:2]([CH3:1])[CH2:8][CH2:9][CH2:10][CH3:11], predict the reactants needed to synthesize it. The reactants are: [CH3:1][C@H:2]([CH2:8][CH2:9][CH2:10][CH3:11])[CH2:3][CH2:4][C:5]([OH:7])=O.[C:12](Cl)(=[O:16])[C:13](Cl)=O.[O:18]1[CH2:22][CH2:21][NH:20][C:19]1=O.[CH2:24]([Li])[CH2:25][CH2:26][CH3:27].[CH2:29](Cl)Cl. (8) Given the product [CH2:8]1[C:9]2[C:5](=[CH:4][C:3]([CH2:2][C:12]#[N:13])=[CH:11][CH:10]=2)[CH2:6][CH2:7]1, predict the reactants needed to synthesize it. The reactants are: Cl[CH2:2][C:3]1[CH:4]=[C:5]2[C:9](=[CH:10][CH:11]=1)[CH2:8][CH2:7][CH2:6]2.[C-:12]#[N:13].[Na+]. (9) Given the product [C:1]([O:5][C:6]([N:8]1[CH2:13][CH2:12][N:11]([CH2:17][C@H:15]2[CH2:16][O:14]2)[CH2:10][CH2:9]1)=[O:7])([CH3:4])([CH3:2])[CH3:3], predict the reactants needed to synthesize it. The reactants are: [C:1]([O:5][C:6]([N:8]1[CH2:13][CH2:12][NH:11][CH2:10][CH2:9]1)=[O:7])([CH3:4])([CH3:3])[CH3:2].[O:14]1[CH2:16][C@@H:15]1[CH2:17]OS(C1C=CC=C([N+]([O-])=O)C=1)(=O)=O. (10) Given the product [ClH:27].[NH2:20][C@@H:7]([CH:1]1[CH2:6][CH2:5][CH2:4][CH2:3][CH2:2]1)[C:8]1[CH:9]=[CH:10][C:11]([P:14]([CH3:19])(=[O:18])[O:15][CH2:16][CH3:17])=[CH:12][CH:13]=1, predict the reactants needed to synthesize it. The reactants are: [CH:1]1([C@H:7]([NH:20][S@](C(C)(C)C)=O)[C:8]2[CH:13]=[CH:12][C:11]([P:14]([CH3:19])(=[O:18])[O:15][CH2:16][CH3:17])=[CH:10][CH:9]=2)[CH2:6][CH2:5][CH2:4][CH2:3][CH2:2]1.[ClH:27].O1CCOCC1.